Predict the product of the given reaction. From a dataset of Forward reaction prediction with 1.9M reactions from USPTO patents (1976-2016). (1) Given the reactants Cl[C:2]1[C:11]2[C:6](=[CH:7][C:8]([O:12][CH2:13][CH2:14][CH2:15][Cl:16])=[CH:9][CH:10]=2)[N:5]=[CH:4][N:3]=1.[NH2:17][C:18]1[CH:22]=[C:21]([CH2:23][C:24]([OH:26])=[O:25])[NH:20][N:19]=1.Cl.O1CCOCC1, predict the reaction product. The product is: [Cl:16][CH2:15][CH2:14][CH2:13][O:12][C:8]1[CH:7]=[C:6]2[C:11]([C:2]([NH:17][C:18]3[CH:22]=[C:21]([CH2:23][C:24]([OH:26])=[O:25])[NH:20][N:19]=3)=[N:3][CH:4]=[N:5]2)=[CH:10][CH:9]=1. (2) Given the reactants [C:9](O[C:9]([O:11][C:12]([CH3:15])([CH3:14])[CH3:13])=[O:10])([O:11][C:12]([CH3:15])([CH3:14])[CH3:13])=[O:10].[NH2:16][C:17]1[N:22]=[C:21]([C:23]2[CH:24]=[CH:25][C:26]3[N:27]([CH:29]=[C:30]([C:32]([O:34][CH2:35][CH3:36])=[O:33])[N:31]=3)[CH:28]=2)[CH:20]=[CH:19][CH:18]=1, predict the reaction product. The product is: [CH3:13][C:12]([CH3:15])([O:11][C:9]([N:16]([C:9]([O:11][C:12]([CH3:13])([CH3:14])[CH3:15])=[O:10])[C:17]1[N:22]=[C:21]([C:23]2[CH:24]=[CH:25][C:26]3[N:27]([CH:29]=[C:30]([C:32]([O:34][CH2:35][CH3:36])=[O:33])[N:31]=3)[CH:28]=2)[CH:20]=[CH:19][CH:18]=1)=[O:10])[CH3:14]. (3) Given the reactants [OH:1][NH:2][C:3]([C:5]1[CH:10]=[CH:9][C:8]([NH:11][C:12]([C:14]2[CH:22]=[C:21]3[C:17]([CH2:18][CH2:19][N:20]3[S:23]([C:26]3[CH:31]=[C:30]([Cl:32])[CH:29]=[CH:28][C:27]=3[O:33][CH3:34])(=[O:25])=[O:24])=[CH:16][CH:15]=2)=[O:13])=[CH:7][CH:6]=1)=[NH:4].N1C=CC=CC=1.C(C(CCCC)[CH2:44][O:45]C(Cl)=O)C, predict the reaction product. The product is: [O:45]=[C:44]1[O:1][N:2]=[C:3]([C:5]2[CH:10]=[CH:9][C:8]([NH:11][C:12]([C:14]3[CH:22]=[C:21]4[C:17]([CH2:18][CH2:19][N:20]4[S:23]([C:26]4[CH:31]=[C:30]([Cl:32])[CH:29]=[CH:28][C:27]=4[O:33][CH3:34])(=[O:25])=[O:24])=[CH:16][CH:15]=3)=[O:13])=[CH:7][CH:6]=2)[NH:4]1. (4) Given the reactants Cl[C:2]1[C:7]([N+:8]([O-:10])=[O:9])=[C:6]([O:11][CH:12]([CH2:15][CH3:16])[CH2:13][CH3:14])[CH:5]=[C:4]([CH3:17])[N:3]=1.[CH3:18][C:19]1[CH:24]=[C:23]([CH3:25])[CH:22]=[C:21]([CH3:26])[C:20]=1[OH:27].CC(C)([O-])C.[K+], predict the reaction product. The product is: [CH2:13]([CH:12]([O:11][C:6]1[CH:5]=[C:4]([CH3:17])[N:3]=[C:2]([O:27][C:20]2[C:21]([CH3:26])=[CH:22][C:23]([CH3:25])=[CH:24][C:19]=2[CH3:18])[C:7]=1[N+:8]([O-:10])=[O:9])[CH2:15][CH3:16])[CH3:14]. (5) Given the reactants [NH2:1][C:2]1[O:6][N:5]=[C:4]([C:7]2[CH:12]=[CH:11][CH:10]=[CH:9][C:8]=2[C:13]([F:16])([F:15])[F:14])[C:3]=1[C:17]([O-:19])=[O:18].[OH-].[Na+], predict the reaction product. The product is: [NH2:1][C:2]1[O:6][N:5]=[C:4]([C:7]2[CH:12]=[CH:11][CH:10]=[CH:9][C:8]=2[C:13]([F:16])([F:15])[F:14])[C:3]=1[C:17]([OH:19])=[O:18]. (6) Given the reactants [C:1]([C:4]1[CH:16]=[CH:15][C:7]([CH2:8][N:9]2[C:13](=[O:14])[CH:12]=[CH:11][S:10]2)=[CH:6][CH:5]=1)(=[O:3])[CH3:2].[Br:17]Br.C(Cl)Cl, predict the reaction product. The product is: [Br:17][CH2:2][C:1]([C:4]1[CH:16]=[CH:15][C:7]([CH2:8][N:9]2[C:13](=[O:14])[CH:12]=[CH:11][S:10]2)=[CH:6][CH:5]=1)=[O:3]. (7) Given the reactants [F:1][C:2]1[CH:3]=[C:4]([CH:9]([OH:18])[C:10]([C:12]2[CH:17]=[CH:16][CH:15]=[CH:14][CH:13]=2)=[O:11])[CH:5]=[C:6]([F:8])[CH:7]=1.[N+]([O-])([O-])=O.[NH4+].C(OCC)(=O)C, predict the reaction product. The product is: [F:1][C:2]1[CH:3]=[C:4]([C:9](=[O:18])[C:10]([C:12]2[CH:13]=[CH:14][CH:15]=[CH:16][CH:17]=2)=[O:11])[CH:5]=[C:6]([F:8])[CH:7]=1. (8) Given the reactants [CH3:1][O:2][CH2:3][CH2:4][C:5]1[CH:16]=[CH:15][C:8]([O:9]/[CH:10]=[CH:11]\[C:12]([OH:14])=[O:13])=[CH:7][CH:6]=1, predict the reaction product. The product is: [CH3:1][O:2][CH2:3][CH2:4][C:5]1[CH:16]=[CH:15][C:8]([O:9][CH2:10][CH2:11][C:12]([OH:14])=[O:13])=[CH:7][CH:6]=1. (9) The product is: [CH3:25][O:24][C:22]([C:16]1([N:15]([S:12]([C:9]2[CH:10]=[CH:11][C:6]([O:5][CH2:1][C:2]#[C:3][CH3:4])=[CH:7][CH:8]=2)(=[O:14])=[O:13])[CH3:26])[CH2:21][CH2:20][CH2:19][CH2:18][CH2:17]1)=[O:23]. Given the reactants [CH2:1]([O:5][C:6]1[CH:11]=[CH:10][C:9]([S:12]([NH:15][C:16]2([C:22]([O:24][CH3:25])=[O:23])[CH2:21][CH2:20][CH2:19][CH2:18][CH2:17]2)(=[O:14])=[O:13])=[CH:8][CH:7]=1)[C:2]#[C:3][CH3:4].[C:26](=O)([O-])[O-].[K+].[K+].CI, predict the reaction product.